From a dataset of Reaction yield outcomes from USPTO patents with 853,638 reactions. Predict the reaction yield, written as a fraction of the theoretical maximum amount of product (1.0 means a 100% yield; for example, 0.34 means a 34% yield). (1) The reactants are [CH3:1][O:2][C:3](=[O:29])[NH:4][CH:5]([C:9]([N:11]1[CH2:15][CH2:14][CH2:13][CH:12]1[C:16]1[NH:17][C:18]([C:21]2[CH:26]=[CH:25][C:24]([C:27]#[CH:28])=[CH:23][CH:22]=2)=[CH:19][N:20]=1)=[O:10])[CH:6]([CH3:8])[CH3:7].[C:30]([O:34][C:35]([N:37]1[CH:42]([C:43]2[NH:44][C:45]([C:48]3[CH:53]=[CH:52][C:51](Br)=[CH:50][CH:49]=3)=[CH:46][N:47]=2)[CH:41]2[CH2:55][CH:38]1[CH2:39][CH2:40]2)=[O:36])([CH3:33])([CH3:32])[CH3:31].C(N(CC)CC)C.N#N. The catalyst is CN(C=O)C.C1C=CC([P]([Pd]([P](C2C=CC=CC=2)(C2C=CC=CC=2)C2C=CC=CC=2)([P](C2C=CC=CC=2)(C2C=CC=CC=2)C2C=CC=CC=2)[P](C2C=CC=CC=2)(C2C=CC=CC=2)C2C=CC=CC=2)(C2C=CC=CC=2)C2C=CC=CC=2)=CC=1.[Cu]I.CO.CCOC(C)=O. The product is [C:30]([O:34][C:35]([N:37]1[CH:42]([C:43]2[NH:44][C:45]([C:48]3[CH:53]=[CH:52][C:51]([C:28]#[C:27][C:24]4[CH:25]=[CH:26][C:21]([C:18]5[NH:17][C:16]([CH:12]6[CH2:13][CH2:14][CH2:15][N:11]6[C:9](=[O:10])[CH:5]([NH:4][C:3]([O:2][CH3:1])=[O:29])[CH:6]([CH3:8])[CH3:7])=[N:20][CH:19]=5)=[CH:22][CH:23]=4)=[CH:50][CH:49]=3)=[CH:46][N:47]=2)[CH:41]2[CH2:55][CH:38]1[CH2:39][CH2:40]2)=[O:36])([CH3:33])([CH3:31])[CH3:32]. The yield is 0.540. (2) The product is [CH3:40][N:42]([CH3:43])[C:6]([N:8]1[CH2:15][CH:14]2[CH:10]([CH2:11][N:12]([CH2:16][C:17]3[S:25][C:24]4[C:23]([N:26]5[CH2:27][CH2:28][O:29][CH2:30][CH2:31]5)=[N:22][C:21]([Cl:32])=[N:20][C:19]=4[CH:18]=3)[CH2:13]2)[CH2:9]1)=[O:5]. The catalyst is C(Cl)Cl. The reactants are C([O:5][C:6]([N:8]1[CH2:15][CH:14]2[CH:10]([CH2:11][N:12]([CH2:16][C:17]3[S:25][C:24]4[C:23]([N:26]5[CH2:31][CH2:30][O:29][CH2:28][CH2:27]5)=[N:22][C:21]([Cl:32])=[N:20][C:19]=4[CH:18]=3)[CH2:13]2)[CH2:9]1)=O)(C)(C)C.C(O)(C(F)(F)F)=O.[CH2:40]([N:42](CC)[CH2:43]C)C.CN(C)C(Cl)=O. The yield is 0.240. (3) The reactants are [Cl:1][C:2]1[CH:3]=[C:4]([CH:18]=[CH:19][C:20]=1[Cl:21])[CH2:5][NH:6][C:7]1[CH:8]=[CH:9][C:10]2[N:11]([C:13]([C:16]#[N:17])=[CH:14][N:15]=2)[N:12]=1. The catalyst is C(O)C.C(OCC)(=O)C.[Ni]. The product is [NH2:17][CH2:16][C:13]1[N:11]2[N:12]=[C:7]([NH:6][CH2:5][C:4]3[CH:18]=[CH:19][C:20]([Cl:21])=[C:2]([Cl:1])[CH:3]=3)[CH:8]=[CH:9][C:10]2=[N:15][CH:14]=1. The yield is 0.430. (4) The product is [Br:19][C:17]1[CH:18]=[C:13]([NH:11][C:9]2[CH:10]=[C:4]3[CH2:3][N:2]([CH3:1])[CH2:7][CH2:6][N:5]3[N:8]=2)[C:14](=[O:21])[N:15]([CH3:20])[CH:16]=1. The reactants are [CH3:1][N:2]1[CH2:7][CH2:6][N:5]2[N:8]=[C:9]([NH2:11])[CH:10]=[C:4]2[CH2:3]1.Br[C:13]1[C:14](=[O:21])[N:15]([CH3:20])[CH:16]=[C:17]([Br:19])[CH:18]=1.C1(P(C2C=CC=CC=2)C2(P(C3C=CC=CC=3)C3C=CC=CC=3)CC=C3C(C=CC=C3)=C2C2C3C(=CC=CC=3)C=CC=2)C=CC=CC=1.C(=O)([O-])[O-].[Cs+].[Cs+]. The yield is 0.140. The catalyst is C1C=CC(/C=C/C(/C=C/C2C=CC=CC=2)=O)=CC=1.C1C=CC(/C=C/C(/C=C/C2C=CC=CC=2)=O)=CC=1.C1C=CC(/C=C/C(/C=C/C2C=CC=CC=2)=O)=CC=1.[Pd].[Pd].O1CCOCC1. (5) No catalyst specified. The product is [Cl:1][C:2]1[CH:7]=[CH:6][C:5]([CH:11]([C:12]2[CH:17]=[CH:16][CH:15]=[CH:14][CH:13]=2)[NH2:18])=[C:4]([CH3:10])[CH:3]=1. The reactants are [Cl:1][C:2]1[CH:7]=[CH:6][C:5]([Mg]Br)=[C:4]([CH3:10])[CH:3]=1.[C:11](#[N:18])[C:12]1[CH:17]=[CH:16][CH:15]=[CH:14][CH:13]=1. The yield is 0.640. (6) The reactants are [F:1][C:2]1[CH:7]=[C:6]([N+:8]([O-:10])=[O:9])[CH:5]=[CH:4][C:3]=1[CH:11]1[CH2:16][CH2:15][CH:14]([OH:17])[CH2:13][CH2:12]1.N1C=CN=C1.[Si:23](Cl)([C:26]([CH3:29])([CH3:28])[CH3:27])([CH3:25])[CH3:24]. The catalyst is CN(C=O)C. The product is [C:26]([Si:23]([O:17][CH:14]1[CH2:15][CH2:16][CH:11]([C:3]2[CH:4]=[CH:5][C:6]([N+:8]([O-:10])=[O:9])=[CH:7][C:2]=2[F:1])[CH2:12][CH2:13]1)([CH3:25])[CH3:24])([CH3:29])([CH3:28])[CH3:27]. The yield is 0.950.